Dataset: Full USPTO retrosynthesis dataset with 1.9M reactions from patents (1976-2016). Task: Predict the reactants needed to synthesize the given product. (1) Given the product [F:28][C:29]([F:34])([F:33])[C:30]([OH:32])=[O:31].[CH3:1][C:2]1[S:3][CH:4]=[C:5]([C:7]([N:9]2[CH2:27][CH2:26][C:13]3([CH2:18][CH2:17][NH:16][CH2:15][CH2:14]3)[O:12][CH2:11][CH2:10]2)=[O:8])[N:6]=1, predict the reactants needed to synthesize it. The reactants are: [CH3:1][C:2]1[S:3][CH:4]=[C:5]([C:7]([N:9]2[CH2:27][CH2:26][C:13]3([CH2:18][CH2:17][N:16](C(OC(C)(C)C)=O)[CH2:15][CH2:14]3)[O:12][CH2:11][CH2:10]2)=[O:8])[N:6]=1.[F:28][C:29]([F:34])([F:33])[C:30]([OH:32])=[O:31].C1(C)C=CC=CC=1. (2) Given the product [NH:35]1[C:36]2[C:41](=[CH:40][CH:39]=[CH:38][CH:37]=2)[C:33]([CH2:32][CH:30]2[CH2:29][N:28]([CH2:16][CH:13]3[O:12][C:8]4=[C:9]5[C:4](=[CH:5][CH:6]=[C:7]4[O:15][CH2:14]3)[N:3]=[C:2]([CH3:1])[CH:11]=[CH:10]5)[CH2:31]2)=[CH:34]1, predict the reactants needed to synthesize it. The reactants are: [CH3:1][C:2]1[CH:11]=[CH:10][C:9]2[C:4](=[CH:5][CH:6]=[C:7]3[O:15][CH2:14][C@H:13]([CH2:16]OS(C4C=CC(Br)=CC=4)(=O)=O)[O:12][C:8]3=2)[N:3]=1.[NH:28]1[CH2:31][CH:30]([CH2:32][C:33]2[C:41]3[C:36](=[CH:37][CH:38]=[CH:39][CH:40]=3)[NH:35][CH:34]=2)[CH2:29]1. (3) Given the product [CH2:51]([O:58][C:59]([N:61]1[CH2:62][CH2:63][CH:64]([N:67]2[C:23]([N:6]3[CH2:7][C@H:8]([S:10]([C:13]4[CH:18]=[CH:17][CH:16]=[CH:15][C:14]=4[C:19]([F:22])([F:21])[F:20])(=[O:12])=[O:11])[CH2:9][C@H:5]3[C:3]([O:2][CH3:1])=[O:4])=[CH:24][C:25]([CH3:26])=[N:68]2)[CH2:65][CH2:66]1)=[O:60])[C:52]1[CH:57]=[CH:56][CH:55]=[CH:54][CH:53]=1, predict the reactants needed to synthesize it. The reactants are: [CH3:1][O:2][C:3]([C@@H:5]1[CH2:9][C@@H:8]([S:10]([C:13]2[CH:18]=[CH:17][CH:16]=[CH:15][C:14]=2[C:19]([F:22])([F:21])[F:20])(=[O:12])=[O:11])[CH2:7][N:6]1[C:23](=O)[CH2:24][C:25](=O)[CH3:26])=[O:4].COC1C=CC(P2(SP(C3C=CC(OC)=CC=3)(=S)S2)=S)=CC=1.[CH2:51]([O:58][C:59]([N:61]1[CH2:66][CH2:65][CH:64]([NH:67][NH2:68])[CH2:63][CH2:62]1)=[O:60])[C:52]1[CH:57]=[CH:56][CH:55]=[CH:54][CH:53]=1. (4) Given the product [Cl:1][C:2]1[CH:10]=[CH:9][C:8]([C:11]2[N:12]([CH3:23])[C:13]3[C:18]([CH:19]=2)=[CH:17][C:16]([C:20]([N:53]2[CH2:54][CH2:55][N:50]([CH2:49][CH2:48][OH:47])[CH2:51][CH2:52]2)=[O:21])=[CH:15][CH:14]=3)=[C:7]2[C:3]=1[CH2:4][NH:5][C:6]2=[O:24], predict the reactants needed to synthesize it. The reactants are: [Cl:1][C:2]1[CH:10]=[CH:9][C:8]([C:11]2[N:12]([CH3:23])[C:13]3[C:18]([CH:19]=2)=[CH:17][C:16]([C:20](O)=[O:21])=[CH:15][CH:14]=3)=[C:7]2[C:3]=1[CH2:4][NH:5][C:6]2=[O:24].CCN=C=NCCCN(C)C.C1C=C2N=NN(O)C2=CC=1.O.[OH:47][CH2:48][CH2:49][N:50]1[CH2:55][CH2:54][NH:53][CH2:52][CH2:51]1. (5) Given the product [Cl:1][C:2]1[CH:3]=[C:4]2[C:9](=[CH:10][C:11]=1[C:12]([N:69]1[CH2:70][CH2:71][N:66]([C:63](=[O:65])[CH3:64])[CH2:67][CH2:68]1)=[O:13])[N:8]=[CH:7][N:6]=[C:5]2[NH:15][CH:16]([C:18]1[NH:22][C:21]2[CH:23]=[CH:24][C:25]([Cl:27])=[CH:26][C:20]=2[N:19]=1)[CH3:17], predict the reactants needed to synthesize it. The reactants are: [Cl:1][C:2]1[CH:3]=[C:4]2[C:9](=[CH:10][C:11]=1[C:12](O)=[O:13])[N:8]=[CH:7][N:6]=[C:5]2[NH:15][CH:16]([C:18]1[NH:22][C:21]2[CH:23]=[CH:24][C:25]([Cl:27])=[CH:26][C:20]=2[N:19]=1)[CH3:17].FC1C(OC(N(C)C)=[N+](C)C)=C(F)C(F)=C(F)C=1F.F[P-](F)(F)(F)(F)F.C(N(C(C)C)CC)(C)C.[C:63]([N:66]1[CH2:71][CH2:70][NH:69][CH2:68][CH2:67]1)(=[O:65])[CH3:64]. (6) Given the product [Cl:1][C:2]1[CH:7]=[CH:6][CH:5]=[CH:4][C:3]=1[N:8]1[C:12](=[O:13])[C:11]([C:14]([O:16][CH2:17][CH3:18])=[O:15])=[CH:10][N:9]1[CH3:20], predict the reactants needed to synthesize it. The reactants are: [Cl:1][C:2]1[CH:7]=[CH:6][CH:5]=[CH:4][C:3]=1[N:8]1[C:12](=[O:13])[C:11]([C:14]([O:16][CH2:17][CH3:18])=[O:15])=[CH:10][NH:9]1.F[C:20](F)(F)S(OC)(=O)=O. (7) Given the product [CH2:1]([O:3][C:4](=[O:15])[CH2:5][N:6]1[C:11]([CH3:12])=[CH:10][N:9]=[C:8]([NH:25][CH2:24][CH2:23][O:22][C:17]2[CH:18]=[CH:19][CH:20]=[CH:21][N:16]=2)[C:7]1=[O:14])[CH3:2], predict the reactants needed to synthesize it. The reactants are: [CH2:1]([O:3][C:4](=[O:15])[CH2:5][N:6]1[C:11]([CH3:12])=[CH:10][N:9]=[C:8](Br)[C:7]1=[O:14])[CH3:2].[N:16]1[CH:21]=[CH:20][CH:19]=[CH:18][C:17]=1[O:22][CH2:23][CH2:24][NH2:25]. (8) Given the product [CH3:1][C:2]1[CH:11]([C:19](=[O:21])[CH3:20])[CH2:10][CH:9]2[CH:4]([CH:3]=1)[CH:5]1[CH2:12][CH:8]2[CH2:7][CH2:6]1, predict the reactants needed to synthesize it. The reactants are: [CH3:1][C:2]1[CH2:3][CH:4]2[CH:9]([CH2:10][CH:11]=1)[CH:8]1[CH2:12][CH:5]2[CH2:6][CH2:7]1.[NH4+].[OH-].C(O[C:19](=[O:21])[CH3:20])(=O)C.